Dataset: Reaction yield outcomes from USPTO patents with 853,638 reactions. Task: Predict the reaction yield, written as a fraction of the theoretical maximum amount of product (1.0 means a 100% yield; for example, 0.34 means a 34% yield). (1) The reactants are [CH3:1][O:2][C:3](=[O:17])[C:4]1[CH:9]=[CH:8][C:7]([CH3:10])=[CH:6][C:5]=1[C:11]1[CH:16]=[CH:15][CH:14]=[CH:13][CH:12]=1.[Br:18]N1C(=O)CCC1=O.C(OCC)(=O)C. The catalyst is C(Cl)(Cl)(Cl)Cl.N(C(C)(C)C#N)=NC(C)(C)C#N. The product is [CH3:1][O:2][C:3](=[O:17])[C:4]1[CH:9]=[CH:8][C:7]([CH2:10][Br:18])=[CH:6][C:5]=1[C:11]1[CH:12]=[CH:13][CH:14]=[CH:15][CH:16]=1. The yield is 0.840. (2) The catalyst is CC(O)=O. The product is [BrH:22].[CH:6]12[CH2:7][CH2:8][CH2:9][CH:10]1[CH2:11][NH:4][CH:5]2[C:12]([OH:14])=[O:13]. The yield is 0.930. The reactants are C([N:4]1[CH2:11][CH:10]2[CH:6]([CH2:7][CH2:8][CH2:9]2)[C:5]1(C(OCC)=O)[C:12]([O:14]CC)=[O:13])(=O)C.[BrH:22]. (3) The reactants are [C:1]([O:5][C:6]([N:8]1[CH2:13][CH2:12][C:11]2[NH:14][N:15]=[C:16]([C:17]3[CH:22]=[CH:21][C:20]([Cl:23])=[C:19]([CH3:24])[CH:18]=3)[C:10]=2[CH2:9]1)=[O:7])([CH3:4])([CH3:3])[CH3:2].[CH2:25]([CH:27]1[O:29][CH2:28]1)Cl.C(=O)([O-])[O-].[Cs+].[Cs+]. The catalyst is CN(C=O)C.CCOC(C)=O. The product is [C:1]([O:5][C:6]([N:8]1[CH2:13][CH2:12][C:11]2[N:14]([CH2:25][CH:27]3[CH2:28][O:29]3)[N:15]=[C:16]([C:17]3[CH:22]=[CH:21][C:20]([Cl:23])=[C:19]([CH3:24])[CH:18]=3)[C:10]=2[CH2:9]1)=[O:7])([CH3:4])([CH3:3])[CH3:2]. The yield is 0.570. (4) The reactants are C(OC(=O)CC1C=CC([S:12][C:13]2[CH:18]=[CH:17][C:16]([CH2:19][N:20]([C:22](=[O:29])[C:23]3[CH:28]=[CH:27][CH:26]=[CH:25][CH:24]=3)[OH:21])=[CH:15][CH:14]=2)=CC=1)C.[OH-:31].[Na+].Cl.[CH2:34]1[CH2:38][O:37][CH2:36][CH2:35]1.O. No catalyst specified. The product is [C:22]([N:20]([CH2:19][C:16]1[CH:15]=[CH:14][C:13]([S:12][CH:34]([C:35]2[CH:15]=[CH:14][CH:13]=[CH:18][CH:36]=2)[C:38]([OH:37])=[O:31])=[CH:18][CH:17]=1)[OH:21])(=[O:29])[C:23]1[CH:24]=[CH:25][CH:26]=[CH:27][CH:28]=1. The yield is 0.0600.